From a dataset of Catalyst prediction with 721,799 reactions and 888 catalyst types from USPTO. Predict which catalyst facilitates the given reaction. (1) Reactant: [Cl:1][C:2]1[C:3]([O:30][C@H:31]2[CH2:36][C:35]([F:38])([F:37])[CH2:34][CH2:33][C@@H:32]2[C:39]2[N:43]([CH3:44])[N:42]=CC=2)=[CH:4][C:5]([F:29])=[C:6]([S:8]([N:11](CC2C=CC(OC)=CC=2OC)[C:12]2[CH:17]=[CH:16][N:15]=[CH:14]N=2)(=[O:10])=[O:9])[CH:7]=1.C([SiH]([CH2:50][CH3:51])CC)C.F[C:53](F)(F)C(O)=O. The catalyst class is: 4. Product: [Cl:1][C:2]1[C:3]([O:30][C@H:31]2[CH2:36][C:35]([F:38])([F:37])[CH2:34][CH2:33][C@@H:32]2[C:39]2[N:43]([CH3:44])[N:42]=[CH:51][CH:50]=2)=[CH:4][C:5]([F:29])=[C:6]([S:8]([NH:11][C:12]2[CH:53]=[CH:14][N:15]=[CH:16][CH:17]=2)(=[O:9])=[O:10])[CH:7]=1. (2) Reactant: C([O:5][C:6]([NH:8][C@@H:9]1[CH2:14][C@@H:13]([C:15](=[O:19])[N:16]([CH3:18])[CH3:17])[CH2:12][CH2:11][C@@H:10]1[NH:20][C:21]([C:23]1[N:24]=[CH:25][C:26]2[C:31]([CH:32]=1)=[CH:30][CH:29]=[C:28]([Cl:33])[CH:27]=2)=[O:22])=O)(C)(C)C.Cl.[CH3:35][N:36]1[CH2:41][CH2:40][C:39]2[N:42]=[C:43](C([O-])=O)[S:44][C:38]=2[CH2:37]1.[Li+]. Product: [ClH:33].[Cl:33][C:28]1[CH:27]=[C:26]2[C:31]([CH:32]=[C:23]([C:21]([NH:20][C@H:10]3[CH2:11][CH2:12][C@H:13]([C:15](=[O:19])[N:16]([CH3:17])[CH3:18])[CH2:14][C@H:9]3[NH:8][C:6]([C:43]3[S:44][C:38]4[CH2:37][N:36]([CH3:35])[CH2:41][CH2:40][C:39]=4[N:42]=3)=[O:5])=[O:22])[N:24]=[CH:25]2)=[CH:30][CH:29]=1. The catalyst class is: 8.